This data is from Reaction yield outcomes from USPTO patents with 853,638 reactions. The task is: Predict the reaction yield, written as a fraction of the theoretical maximum amount of product (1.0 means a 100% yield; for example, 0.34 means a 34% yield). (1) The catalyst is C1(C)C=CC=CC=1. The reactants are [C:1]([O:5][C:6]([CH2:8][C:9]1[C:10]([CH3:29])=[N:11][C:12]2[N:13]([CH:23]=[C:24](C(O)=O)[N:25]=2)[C:14]=1[C:15]1[CH:20]=[CH:19][C:18]([Cl:21])=[CH:17][C:16]=1[Cl:22])=[O:7])([CH3:4])([CH3:3])[CH3:2].C1C=CC(P(N=[N+]=[N-])(C2C=CC=CC=2)=[O:37])=CC=1.[Si:47]([CH2:51][CH2:52][OH:53])([CH3:50])([CH3:49])[CH3:48].CC[N:56]([CH2:59]C)CC. The yield is 0.250. The product is [C:1]([O:5][C:6]([CH2:8][C:9]1[C:10]([CH3:29])=[N:11][C:12]2[N:13]([CH:23]=[C:24]([NH:56][C:59]([O:53][CH2:52][CH2:51][Si:47]([CH3:50])([CH3:49])[CH3:48])=[O:37])[N:25]=2)[C:14]=1[C:15]1[CH:20]=[CH:19][C:18]([Cl:21])=[CH:17][C:16]=1[Cl:22])=[O:7])([CH3:3])([CH3:4])[CH3:2]. (2) The reactants are [N+:1]([C:4]1[CH:5]=[C:6]2[C:14](=[CH:15][CH:16]=1)[N:13]([CH2:17][CH2:18][CH3:19])[C:12]1[CH2:11][CH2:10][CH2:9][CH2:8][C:7]2=1)([O-])=O.CO.[H][H]. The catalyst is [Pd].C(OCC)(=O)C. The product is [CH2:17]([N:13]1[C:12]2[CH2:11][CH2:10][CH2:9][CH2:8][C:7]=2[C:6]2[C:14]1=[CH:15][CH:16]=[C:4]([NH2:1])[CH:5]=2)[CH2:18][CH3:19]. The yield is 0.960.